From a dataset of Cav3 T-type calcium channel HTS with 100,875 compounds. Binary Classification. Given a drug SMILES string, predict its activity (active/inactive) in a high-throughput screening assay against a specified biological target. The compound is Clc1c(NC(=O)COC(=O)CCSc2ccc(cc2)C)ncc(Cl)c1. The result is 0 (inactive).